Dataset: NCI-60 drug combinations with 297,098 pairs across 59 cell lines. Task: Regression. Given two drug SMILES strings and cell line genomic features, predict the synergy score measuring deviation from expected non-interaction effect. (1) Drug 1: CC1C(C(CC(O1)OC2CC(CC3=C2C(=C4C(=C3O)C(=O)C5=C(C4=O)C(=CC=C5)OC)O)(C(=O)C)O)N)O.Cl. Drug 2: C(=O)(N)NO. Cell line: UO-31. Synergy scores: CSS=14.5, Synergy_ZIP=-3.75, Synergy_Bliss=0.309, Synergy_Loewe=-11.9, Synergy_HSA=2.14. (2) Drug 1: CNC(=O)C1=CC=CC=C1SC2=CC3=C(C=C2)C(=NN3)C=CC4=CC=CC=N4. Drug 2: C1=CC(=CC=C1CCC2=CNC3=C2C(=O)NC(=N3)N)C(=O)NC(CCC(=O)O)C(=O)O. Cell line: HL-60(TB). Synergy scores: CSS=61.0, Synergy_ZIP=3.91, Synergy_Bliss=2.93, Synergy_Loewe=-6.92, Synergy_HSA=3.92. (3) Drug 1: CC1=CC=C(C=C1)C2=CC(=NN2C3=CC=C(C=C3)S(=O)(=O)N)C(F)(F)F. Drug 2: C1CNP(=O)(OC1)N(CCCl)CCCl. Cell line: CCRF-CEM. Synergy scores: CSS=-0.358, Synergy_ZIP=2.49, Synergy_Bliss=3.68, Synergy_Loewe=-1.58, Synergy_HSA=-1.42. (4) Drug 1: CC1C(C(CC(O1)OC2CC(CC3=C2C(=C4C(=C3O)C(=O)C5=C(C4=O)C(=CC=C5)OC)O)(C(=O)CO)O)N)O.Cl. Drug 2: C1=CC(=C2C(=C1NCCNCCO)C(=O)C3=C(C=CC(=C3C2=O)O)O)NCCNCCO. Cell line: HOP-62. Synergy scores: CSS=46.2, Synergy_ZIP=3.46, Synergy_Bliss=0.430, Synergy_Loewe=-18.9, Synergy_HSA=-1.78. (5) Drug 1: CNC(=O)C1=CC=CC=C1SC2=CC3=C(C=C2)C(=NN3)C=CC4=CC=CC=N4. Drug 2: B(C(CC(C)C)NC(=O)C(CC1=CC=CC=C1)NC(=O)C2=NC=CN=C2)(O)O. Cell line: KM12. Synergy scores: CSS=2.67, Synergy_ZIP=-5.19, Synergy_Bliss=-10.1, Synergy_Loewe=-7.58, Synergy_HSA=-9.00. (6) Drug 1: CCCS(=O)(=O)NC1=C(C(=C(C=C1)F)C(=O)C2=CNC3=C2C=C(C=N3)C4=CC=C(C=C4)Cl)F. Drug 2: N.N.Cl[Pt+2]Cl. Cell line: U251. Synergy scores: CSS=-1.20, Synergy_ZIP=-2.07, Synergy_Bliss=-5.43, Synergy_Loewe=-5.24, Synergy_HSA=-5.28.